This data is from Full USPTO retrosynthesis dataset with 1.9M reactions from patents (1976-2016). The task is: Predict the reactants needed to synthesize the given product. (1) Given the product [Cl:1][C:2]1[C:7]([O:8][CH2:13][C:14]([O:16][CH3:17])=[O:15])=[CH:6][CH:5]=[C:4]([I:9])[N:3]=1, predict the reactants needed to synthesize it. The reactants are: [Cl:1][C:2]1[C:7]([OH:8])=[CH:6][CH:5]=[C:4]([I:9])[N:3]=1.[H-].[Na+].Br[CH2:13][C:14]([O:16][CH3:17])=[O:15]. (2) Given the product [CH3:1][O:2][CH2:3][C:4]1[N:5]=[C:6]([NH:9][C:16](=[O:17])[O:18][C:19]([CH3:22])([CH3:21])[CH3:20])[S:7][CH:8]=1, predict the reactants needed to synthesize it. The reactants are: [CH3:1][O:2][CH2:3][C:4]1[N:5]=[C:6]([NH2:9])[S:7][CH:8]=1.N1C=CC=CC=1.[C:16](O[C:16]([O:18][C:19]([CH3:22])([CH3:21])[CH3:20])=[O:17])([O:18][C:19]([CH3:22])([CH3:21])[CH3:20])=[O:17].